Dataset: Retrosynthesis with 50K atom-mapped reactions and 10 reaction types from USPTO. Task: Predict the reactants needed to synthesize the given product. (1) Given the product CNC(=S)C(CN1CCOCC1)(OC)c1ccccn1, predict the reactants needed to synthesize it. The reactants are: C1COCCN1.C=O.CNC(=S)C(OC)c1ccccn1. (2) Given the product CC1(C)OCC(COc2ccn3c(C(=O)O)cnc3c2)O1, predict the reactants needed to synthesize it. The reactants are: CCOC(=O)c1cnc2cc(OCC3COC(C)(C)O3)ccn12. (3) Given the product O=C(O)CC1CCC(c2ncc(-c3ccc([N+](=O)[O-])cc3)s2)CC1, predict the reactants needed to synthesize it. The reactants are: CCOC(=O)CC1CCC(c2ncc(-c3ccc([N+](=O)[O-])cc3)s2)CC1. (4) Given the product COc1c(Cl)ccc2c1C(=O)CC1(CCNCC1)O2, predict the reactants needed to synthesize it. The reactants are: COc1c(Cl)ccc2c1C(=O)CC1(CCN(C(=O)OC(C)(C)C)CC1)O2. (5) The reactants are: C[C@H]1CN(S(=O)(=O)c2ccc(F)cc2)[C@H](C)CN1C(=O)[C@@](C)(O)C(F)(F)F.NCCO. Given the product C[C@H]1CN(S(=O)(=O)c2ccc(NCCO)cc2)[C@H](C)CN1C(=O)[C@@](C)(O)C(F)(F)F, predict the reactants needed to synthesize it. (6) Given the product COc1cc(N2CCCN(C)CC2)c2oc(C(=O)Nc3ccc(N4CCOCC4)cc3)cc(=O)c2c1, predict the reactants needed to synthesize it. The reactants are: COc1cc(N2CCCN(C)CC2)c2oc(C(=O)O)cc(=O)c2c1.Nc1ccc(N2CCOCC2)cc1.